From a dataset of Reaction yield outcomes from USPTO patents with 853,638 reactions. Predict the reaction yield, written as a fraction of the theoretical maximum amount of product (1.0 means a 100% yield; for example, 0.34 means a 34% yield). (1) The reactants are [F:1][C:2]1[CH:7]=[CH:6][C:5]([S:8][CH:9]2[CH2:14][CH2:13][CH:12]([C:15]([O:17][CH2:18][CH3:19])=[O:16])[CH2:11][C:10]2=O)=[CH:4][CH:3]=1.[Al+3].[Cl-].[Cl-].[Cl-].Cl. The catalyst is ClC(Cl)C.O. The product is [F:1][C:2]1[CH:7]=[CH:6][C:5]2[S:8][C:9]3[CH2:14][CH2:13][CH:12]([C:15]([O:17][CH2:18][CH3:19])=[O:16])[CH2:11][C:10]=3[C:4]=2[CH:3]=1. The yield is 0.770. (2) The reactants are C[O:2][C:3](=[O:17])[C@@H:4]([C@H:13]([CH3:16])[O:14][CH3:15])[NH:5][C:6]([O:8][C:9]([CH3:12])([CH3:11])[CH3:10])=[O:7].[Li+].[OH-]. The catalyst is O1CCOCC1.O. The product is [C:6]([NH:5][C@@H:4]([C:3]([OH:17])=[O:2])[C@H:13]([CH3:16])[O:14][CH3:15])([O:8][C:9]([CH3:10])([CH3:12])[CH3:11])=[O:7]. The yield is 0.900. (3) The reactants are [CH3:1][O:2][C:3]1[CH:12]=[C:11]2[C:6]([C:7]([O:13][C:14]3[C:15]([CH3:24])=[N:16][C:17]4[C:22]([CH:23]=3)=[CH:21][CH:20]=[CH:19][CH:18]=4)=[CH:8][CH:9]=[N:10]2)=[CH:5][C:4]=1[OH:25].Br[CH2:27][CH2:28][Cl:29].C(=O)([O-])[O-].[K+].[K+].O. The catalyst is CN(C)C=O. The product is [Cl:29][CH2:28][CH2:27][O:25][C:4]1[CH:5]=[C:6]2[C:11](=[CH:12][C:3]=1[O:2][CH3:1])[N:10]=[CH:9][CH:8]=[C:7]2[O:13][C:14]1[C:15]([CH3:24])=[N:16][C:17]2[C:22]([CH:23]=1)=[CH:21][CH:20]=[CH:19][CH:18]=2. The yield is 0.790. (4) The catalyst is C(OCC)(=O)C.O. The product is [F:30][C:31]1[C:32]([F:41])=[C:33]([F:40])[C:34]([F:39])=[C:35]([F:38])[C:36]=1[O:19][C:18]([C:17]1[CH:21]=[CH:22][C:14]([N:11]2[CH2:12][CH2:13][N:8]([C:6]([O:5][C:1]([CH3:4])([CH3:3])[CH3:2])=[O:7])[CH2:9][CH2:10]2)=[C:15](/[CH:23]=[CH:24]\[CH3:25])[CH:16]=1)=[O:20]. The yield is 0.950. The reactants are [C:1]([O:5][C:6]([N:8]1[CH2:13][CH2:12][N:11]([C:14]2[CH:22]=[CH:21][C:17]([C:18]([OH:20])=[O:19])=[CH:16][C:15]=2/[CH:23]=[CH:24]\[CH3:25])[CH2:10][CH2:9]1)=[O:7])([CH3:4])([CH3:3])[CH3:2].CC(C)=O.[F:30][C:31]1[C:36](O)=[C:35]([F:38])[C:34]([F:39])=[C:33]([F:40])[C:32]=1[F:41].C1(N=C=NC2CCCCC2)CCCCC1. (5) The reactants are [CH3:1][N:2]1[CH2:7][C:6]2([CH2:12][CH2:11][NH:10][CH2:9][CH2:8]2)[O:5][CH2:4][CH2:3]1.[Cl:13][C:14]1[N:15]=[N:16][C:17](Cl)=[CH:18][CH:19]=1.C(N(CC)CC)C. The yield is 0.450. The catalyst is O1CCCC1. The product is [Cl:13][C:14]1[N:15]=[N:16][C:17]([N:10]2[CH2:11][CH2:12][C:6]3([O:5][CH2:4][CH2:3][N:2]([CH3:1])[CH2:7]3)[CH2:8][CH2:9]2)=[CH:18][CH:19]=1.